From a dataset of NCI-60 drug combinations with 297,098 pairs across 59 cell lines. Regression. Given two drug SMILES strings and cell line genomic features, predict the synergy score measuring deviation from expected non-interaction effect. (1) Drug 1: CCC1=CC2CC(C3=C(CN(C2)C1)C4=CC=CC=C4N3)(C5=C(C=C6C(=C5)C78CCN9C7C(C=CC9)(C(C(C8N6C)(C(=O)OC)O)OC(=O)C)CC)OC)C(=O)OC.C(C(C(=O)O)O)(C(=O)O)O. Drug 2: C1=NC2=C(N=C(N=C2N1C3C(C(C(O3)CO)O)F)Cl)N. Cell line: PC-3. Synergy scores: CSS=30.2, Synergy_ZIP=-11.0, Synergy_Bliss=-10.8, Synergy_Loewe=-18.7, Synergy_HSA=-7.55. (2) Synergy scores: CSS=32.1, Synergy_ZIP=-9.36, Synergy_Bliss=-0.196, Synergy_Loewe=-8.09, Synergy_HSA=-0.0159. Drug 2: C1CN(CCN1C(=O)CCBr)C(=O)CCBr. Cell line: A549. Drug 1: CC1=C(C=C(C=C1)NC2=NC=CC(=N2)N(C)C3=CC4=NN(C(=C4C=C3)C)C)S(=O)(=O)N.Cl. (3) Drug 1: C1=CC(=CC=C1CCCC(=O)O)N(CCCl)CCCl. Drug 2: CNC(=O)C1=NC=CC(=C1)OC2=CC=C(C=C2)NC(=O)NC3=CC(=C(C=C3)Cl)C(F)(F)F. Cell line: NCI-H322M. Synergy scores: CSS=12.0, Synergy_ZIP=-1.81, Synergy_Bliss=-4.11, Synergy_Loewe=-32.8, Synergy_HSA=-6.64. (4) Cell line: SK-OV-3. Synergy scores: CSS=13.5, Synergy_ZIP=-9.70, Synergy_Bliss=0.00104, Synergy_Loewe=-1.40, Synergy_HSA=1.96. Drug 1: CC1CCC2CC(C(=CC=CC=CC(CC(C(=O)C(C(C(=CC(C(=O)CC(OC(=O)C3CCCCN3C(=O)C(=O)C1(O2)O)C(C)CC4CCC(C(C4)OC)O)C)C)O)OC)C)C)C)OC. Drug 2: CC1=C(C(=O)C2=C(C1=O)N3CC4C(C3(C2COC(=O)N)OC)N4)N. (5) Drug 1: CC1=C2C(C(=O)C3(C(CC4C(C3C(C(C2(C)C)(CC1OC(=O)C(C(C5=CC=CC=C5)NC(=O)OC(C)(C)C)O)O)OC(=O)C6=CC=CC=C6)(CO4)OC(=O)C)OC)C)OC. Drug 2: C1=NC2=C(N1)C(=S)N=CN2. Cell line: OVCAR3. Synergy scores: CSS=43.0, Synergy_ZIP=-10.1, Synergy_Bliss=-15.8, Synergy_Loewe=-12.5, Synergy_HSA=-9.78. (6) Drug 1: CC12CCC(CC1=CCC3C2CCC4(C3CC=C4C5=CN=CC=C5)C)O. Drug 2: CS(=O)(=O)CCNCC1=CC=C(O1)C2=CC3=C(C=C2)N=CN=C3NC4=CC(=C(C=C4)OCC5=CC(=CC=C5)F)Cl. Cell line: ACHN. Synergy scores: CSS=4.08, Synergy_ZIP=-3.79, Synergy_Bliss=-4.86, Synergy_Loewe=-15.8, Synergy_HSA=-5.51. (7) Drug 1: C1=NC2=C(N1)C(=S)N=CN2. Drug 2: COCCOC1=C(C=C2C(=C1)C(=NC=N2)NC3=CC=CC(=C3)C#C)OCCOC.Cl. Cell line: MOLT-4. Synergy scores: CSS=51.7, Synergy_ZIP=-2.05, Synergy_Bliss=-1.40, Synergy_Loewe=-21.6, Synergy_HSA=-2.10. (8) Drug 1: C1=NC2=C(N=C(N=C2N1C3C(C(C(O3)CO)O)F)Cl)N. Drug 2: COCCOC1=C(C=C2C(=C1)C(=NC=N2)NC3=CC=CC(=C3)C#C)OCCOC.Cl. Cell line: M14. Synergy scores: CSS=1.16, Synergy_ZIP=-1.79, Synergy_Bliss=1.59, Synergy_Loewe=-8.82, Synergy_HSA=-0.290. (9) Drug 1: C1CC(C1)(C(=O)O)C(=O)O.[NH2-].[NH2-].[Pt+2]. Drug 2: CC(C)(C#N)C1=CC(=CC(=C1)CN2C=NC=N2)C(C)(C)C#N. Cell line: SN12C. Synergy scores: CSS=-0.818, Synergy_ZIP=2.72, Synergy_Bliss=5.43, Synergy_Loewe=0.833, Synergy_HSA=0.191. (10) Drug 1: C1=CC=C(C=C1)NC(=O)CCCCCCC(=O)NO. Drug 2: CCC1(C2=C(COC1=O)C(=O)N3CC4=CC5=C(C=CC(=C5CN(C)C)O)N=C4C3=C2)O. Cell line: HT29. Synergy scores: CSS=80.5, Synergy_ZIP=2.00, Synergy_Bliss=1.99, Synergy_Loewe=1.23, Synergy_HSA=6.02.